Dataset: Forward reaction prediction with 1.9M reactions from USPTO patents (1976-2016). Task: Predict the product of the given reaction. (1) Given the reactants CCN(C(C)C)C(C)C.Cl.[F:11][C:12]1[CH:49]=[CH:48][CH:47]=[C:46]([F:50])[C:13]=1[CH2:14][O:15][C:16]([C:25]1[CH:30]=[CH:29][C:28]([C@:31]2([S:36]([C:39]3[CH:44]=[CH:43][C:42]([F:45])=[CH:41][CH:40]=3)(=[O:38])=[O:37])[CH2:35][CH2:34][NH:33][CH2:32]2)=[CH:27][CH:26]=1)([C:21]([F:24])([F:23])[F:22])[C:17]([F:20])([F:19])[F:18].F[P-](F)(F)(F)(F)F.N1(O[P+](N(C)C)(N(C)C)N(C)C)C2C=CC=CC=2N=N1.[C:78]([O:82][C:83]([N:85]1[CH2:90][CH2:89][C:88]([OH:94])([C:91](O)=[O:92])[CH2:87][CH2:86]1)=[O:84])([CH3:81])([CH3:80])[CH3:79], predict the reaction product. The product is: [F:50][C:46]1[CH:47]=[CH:48][CH:49]=[C:12]([F:11])[C:13]=1[CH2:14][O:15][C:16]([C:25]1[CH:30]=[CH:29][C:28]([C@:31]2([S:36]([C:39]3[CH:44]=[CH:43][C:42]([F:45])=[CH:41][CH:40]=3)(=[O:38])=[O:37])[CH2:35][CH2:34][N:33]([C:91]([C:88]3([OH:94])[CH2:87][CH2:86][N:85]([C:83]([O:82][C:78]([CH3:80])([CH3:79])[CH3:81])=[O:84])[CH2:90][CH2:89]3)=[O:92])[CH2:32]2)=[CH:27][CH:26]=1)([C:17]([F:20])([F:19])[F:18])[C:21]([F:24])([F:22])[F:23]. (2) Given the reactants [F:1][C:2]1[C:3]2[N:4]([N:21]=[C:22]([C:28]3[CH:33]=[CH:32][C:31]([F:34])=[CH:30][CH:29]=3)[C:23]=2[C:24](=[O:27])[NH:25][CH3:26])[CH:5]=[CH:6][C:7]=1[C:8]1[C:9]([CH3:20])=[N:10][C:11]([O:18][CH3:19])=[C:12]([CH:17]=1)[C:13]([O:15]C)=[O:14].[OH-].[Na+].Cl, predict the reaction product. The product is: [F:1][C:2]1[C:3]2[N:4]([N:21]=[C:22]([C:28]3[CH:29]=[CH:30][C:31]([F:34])=[CH:32][CH:33]=3)[C:23]=2[C:24](=[O:27])[NH:25][CH3:26])[CH:5]=[CH:6][C:7]=1[C:8]1[C:9]([CH3:20])=[N:10][C:11]([O:18][CH3:19])=[C:12]([CH:17]=1)[C:13]([OH:15])=[O:14].